Dataset: Peptide-MHC class II binding affinity with 134,281 pairs from IEDB. Task: Regression. Given a peptide amino acid sequence and an MHC pseudo amino acid sequence, predict their binding affinity value. This is MHC class II binding data. (1) The peptide sequence is EKKLFAATQFEPLAA. The MHC is HLA-DPA10201-DPB11401 with pseudo-sequence HLA-DPA10201-DPB11401. The binding affinity (normalized) is 0.697. (2) The peptide sequence is LCSDKQPCNGVTMND. The MHC is DRB1_1501 with pseudo-sequence DRB1_1501. The binding affinity (normalized) is 0.167. (3) The peptide sequence is ALSAEYAAVAQELSV. The MHC is DRB4_0101 with pseudo-sequence DRB4_0103. The binding affinity (normalized) is 0.300.